Dataset: Experimentally validated miRNA-target interactions with 360,000+ pairs, plus equal number of negative samples. Task: Binary Classification. Given a miRNA mature sequence and a target amino acid sequence, predict their likelihood of interaction. (1) The miRNA is hsa-miR-16-5p with sequence UAGCAGCACGUAAAUAUUGGCG. The protein sequence of the target gene is MSALCDPPGAPGPPGPAPATHGPAPLSAQELSQEIKAFLTGVDPILGHQLSAREHARCGLLLLRSLPPARAAVLDHLRGVFDESVRAHLAALDETPVAGPPHLRPPPPSHVPAGGPGLEDVVQEVQQVLSEFIRANPKAWAPVISAWSIDLMGQLSSTYSGQHQRVPHATGALNELLQLWMGCRATRTLMDIYVQCLSALIGSCPDACVDALLDTSVQHSPHFDWVVAHIGSSFPGTIISRVLSCGLKDFCVHGGAGGGAGSSGGSSSQTPSTDPFPGSPAIPAEKRVPKIASVVGILGH.... Result: 1 (interaction). (2) The miRNA is hsa-miR-301a-3p with sequence CAGUGCAAUAGUAUUGUCAAAGC. The protein sequence of the target gene is MACGATLKRTLDFDPLLSPASPKRRRCAPLSAPTSAAASPLSAAAATAASFSAAAASPQKYLRMEPSPFGDVSSRLTTEQILYNIKQEYKRMQKRRHLETSFQQTDPCCTSDAQPHAFLLSGPASPGTSSAASSPLKKEQPLFTLRQVGMICERLLKEREEKVREEYEEILNTKLAEQYDAFVKFTHDQIMRRYGEQPASYVS. Result: 1 (interaction). (3) The miRNA is hsa-miR-4318 with sequence CACUGUGGGUACAUGCU. The protein sequence of the target gene is MATRVEEAARGRGGGAEEATEAGRGGRRRSPRQKFEIGTMEEAGICGLGVKADMLCNSQSNDILQHQGSNCGGTSNKHSLEEDEGSDFITENRNLVSPAYCTQESREEIPGGEARTDPPDGQQDSECNRNKEKTLGKEVLLLMQALNTLSTPEEKLAALCKKYADLLEESRSVQKQMKILQKKQAQIVKEKVHLQSEHSKAILARSKLESLCRELQRHNKTLKEENMQQAREEEERRKEATAHFQITLNEIQAQLEQHDIHNAKLRQENIELGEKLKKLIEQYALREEHIDKVFKHKELQ.... Result: 1 (interaction). (4) The miRNA is cel-miR-48-5p with sequence UGAGGUAGGCUCAGUAGAUGCGA. The protein sequence of the target gene is MNRAFSRKKDKTWMHTPEALSKHFIPYNAKFLGSTEVEQPKGTEVVRDAVRKLKFARHIKKSEGQKIPKVELQISIYGVKILEPKTKEVQHNCQLHRISFCADDKTDKRIFTFICKDSESNKHLCYVFDSEKCAEEITLTIGQAFDLAYRKFLESGGKDVETRKQIAGLQKRIQDLETENMELKNKVQDLENQLRITQVSAPPAGSMTPKSPSTDIFDMIPFSPISHQSSMPTRNGTQPPPVPSRSTEIKRDLFGAEPFDPFNCGAADFPPDIQSKLDEMQEGFKMGLTLEGTVFCLDPL.... Result: 0 (no interaction). (5) The miRNA is mmu-miR-466k with sequence UGUGUGUGUACAUGUACAUGUGA. The protein sequence of the target gene is MAARSLGSGVGRLLRGLQGRSGQSGWSLSVSRSTATRLPGCVPAAAQPGSYPALSAQAAQEPAAFWGPLARDTLVWDTPYHTVWDCDFRTGKIGWFLGGQLNVSVNCLDQHVQKSPETIALIWERDEPGTEVRITYRELLETTCRLANTLKRHGVHRGDRVAIYMPVSPLAVAAMLACARIGAIHTVVFAGFSAESLAGRINDAKCKAVITFNQGLRGGRVVELKKIVDEAVKSCPTVQHVLVAHRTDTKVPMGSLDIPLEQEMAKEAPVCTPESMSSEDMLFMLYTSGSTGTPKGLVHT.... Result: 1 (interaction). (6) The miRNA is hsa-miR-199a-5p with sequence CCCAGUGUUCAGACUACCUGUUC. The protein sequence of the target gene is MSLTVVSMACVGFFLLQGAWPLMGGQDKPFLSARPSTVVPRGGHVALQCHYRRGFNNFMLYKEDRSHVPIFHGRIFQESFIMGPVTPAHAGTYRCRGSRPHSLTGWSAPSNPLVIMVTGNHRKPSLLAHPGPLLKSGETVILQCWSDVMFEHFFLHREGISEDPSRLVGQIHDGVSKANFSIGPLMPVLAGTYRCYGSVPHSPYQLSAPSDPLDIVITGLYEKPSLSAQPGPTVQAGENVTLSCSSWSSYDIYHLSREGEAHERRLRAVPKVNRTFQADFPLGPATHGGTYRCFGSFRAL.... Result: 0 (no interaction).